From a dataset of Reaction yield outcomes from USPTO patents with 853,638 reactions. Predict the reaction yield, written as a fraction of the theoretical maximum amount of product (1.0 means a 100% yield; for example, 0.34 means a 34% yield). (1) The reactants are [CH3:1][N:2]1[C:7](=[O:8])[C:6]([NH:9][C:10]2[CH:19]=[C:13]3[CH2:14][N:15]([CH3:18])[CH2:16][CH2:17][N:12]3[N:11]=2)=[CH:5][C:4]([C:20]2[CH:25]=[CH:24][N:23]=[C:22]([N:26]3[C:38](=[O:39])[C:37]4[S:36][C:35]5[CH2:34][CH2:33][CH2:32][CH2:31][C:30]=5[C:29]=4[CH:28]=[N:27]3)[C:21]=2[CH:40]=[O:41])=[CH:3]1.[BH4-].[Na+]. The catalyst is CO. The product is [OH:41][CH2:40][C:21]1[C:22]([N:26]2[C:38](=[O:39])[C:37]3[S:36][C:35]4[CH2:34][CH2:33][CH2:32][CH2:31][C:30]=4[C:29]=3[CH:28]=[N:27]2)=[N:23][CH:24]=[CH:25][C:20]=1[C:4]1[CH:5]=[C:6]([NH:9][C:10]2[CH:19]=[C:13]3[CH2:14][N:15]([CH3:18])[CH2:16][CH2:17][N:12]3[N:11]=2)[C:7](=[O:8])[N:2]([CH3:1])[CH:3]=1. The yield is 0.350. (2) The reactants are O[Li:2].O.C[O:5][C:6](=[O:46])[CH2:7][C:8]1[CH:45]=[CH:44][CH:43]=[CH:42][C:9]=1[CH2:10][CH2:11][C:12]1[C:17]([C:18]([F:21])([F:20])[F:19])=[CH:16][N:15]=[C:14]([NH:22][C:23]2[CH:28]=[CH:27][C:26]([N:29]3[CH2:34][CH2:33][N:32]([C:35]([O:37][C:38]([CH3:41])([CH3:40])[CH3:39])=[O:36])[CH2:31][CH2:30]3)=[CH:25][CH:24]=2)[N:13]=1. The catalyst is C1COCC1.O.CO. The product is [C:38]([O:37][C:35]([N:32]1[CH2:31][CH2:30][N:29]([C:26]2[CH:27]=[CH:28][C:23]([NH:22][C:14]3[N:13]=[C:12]([CH2:11][CH2:10][C:9]4[CH:42]=[CH:43][CH:44]=[CH:45][C:8]=4[CH2:7][C:6]([O-:46])=[O:5])[C:17]([C:18]([F:19])([F:20])[F:21])=[CH:16][N:15]=3)=[CH:24][CH:25]=2)[CH2:34][CH2:33]1)=[O:36])([CH3:41])([CH3:39])[CH3:40].[Li+:2]. The yield is 0.960. (3) The reactants are [N:1]1[CH:6]=[CH:5][C:4]([N:7]2[CH2:12][CH2:11][CH:10]([C:13](Cl)=[O:14])[CH2:9][CH2:8]2)=[CH:3][CH:2]=1.Cl.[NH2:17][CH2:18][CH:19]([NH:28][S:29]([C:32]1[CH:41]=[CH:40][C:39]2[C:34](=[CH:35][CH:36]=[CH:37][CH:38]=2)[CH:33]=1)(=[O:31])=[O:30])[C:20]([N:22]1[CH2:27][CH2:26][CH2:25][CH2:24][CH2:23]1)=[O:21]. No catalyst specified. The product is [CH:33]1[C:34]2[C:39](=[CH:38][CH:37]=[CH:36][CH:35]=2)[CH:40]=[CH:41][C:32]=1[S:29]([NH:28][CH:19]([C:20]([N:22]1[CH2:27][CH2:26][CH2:25][CH2:24][CH2:23]1)=[O:21])[CH2:18][NH:17][C:13]([CH:10]1[CH2:11][CH2:12][N:7]([C:4]2[CH:5]=[CH:6][N:1]=[CH:2][CH:3]=2)[CH2:8][CH2:9]1)=[O:14])(=[O:30])=[O:31]. The yield is 0.170.